This data is from hERG Central: cardiac toxicity at 1µM, 10µM, and general inhibition. The task is: Predict hERG channel inhibition at various concentrations. (1) The molecule is CCN(CC)C1CCN(C(=O)c2cc(COc3ccccc3SC)on2)C1. Results: hERG_inhib (hERG inhibition (general)): blocker. (2) The compound is O=C(NCCCN1CCN(c2cccc(Cl)c2)CC1)c1nc(-c2ccncc2)no1. Results: hERG_inhib (hERG inhibition (general)): blocker. (3) The drug is O=C(CCCCn1c(=O)[nH]c2ccccc2c1=O)N1CCN(c2cccc(C(F)(F)F)c2)CC1. Results: hERG_inhib (hERG inhibition (general)): blocker. (4) The drug is CCN1CCN(C(=O)c2cc3cc(Cl)ccc3[nH]2)CC1. Results: hERG_inhib (hERG inhibition (general)): blocker. (5) The molecule is Cc1cccc(CNc2ncc(-c3cccc([N+](=O)[O-])c3)n2C)c1.O=C(O)C(=O)O. Results: hERG_inhib (hERG inhibition (general)): blocker. (6) The compound is COc1ccccc1/C=C/CN1CCCC(CCC(=O)NCc2ccccc2F)C1. Results: hERG_inhib (hERG inhibition (general)): blocker. (7) The drug is CCOC(=O)C(CCCCCOc1ccc([N+](=O)[O-])cc1)C(=O)OCC. Results: hERG_inhib (hERG inhibition (general)): blocker.